From a dataset of Catalyst prediction with 721,799 reactions and 888 catalyst types from USPTO. Predict which catalyst facilitates the given reaction. (1) Reactant: [CH3:1][N:2]1[C:11]2[C:6](=[CH:7][C:8]([N+:12]([O-])=O)=[CH:9][CH:10]=2)[CH2:5][CH2:4][C:3]1=[O:15].[Cl-].[NH4+]. Product: [NH2:12][C:8]1[CH:7]=[C:6]2[C:11](=[CH:10][CH:9]=1)[N:2]([CH3:1])[C:3](=[O:15])[CH2:4][CH2:5]2. The catalyst class is: 314. (2) Reactant: Br[C:2]1[N:7]=[CH:6][C:5]2[N:8]=[C:9]([CH3:14])[N:10]([CH:11]([CH3:13])[CH3:12])[C:4]=2[CH:3]=1.[NH2:15][C:16]1[CH:21]=[CH:20][N:19]=[C:18]([S:22][CH2:23][C:24]([CH3:31])([CH3:30])[C:25]([O:27][CH2:28][CH3:29])=[O:26])[N:17]=1.CN[C@@H]1CCCC[C@H]1NC.C(=O)([O-])[O-].[Cs+].[Cs+]. Product: [CH:11]([N:10]1[C:4]2[CH:3]=[C:2]([NH:15][C:16]3[CH:21]=[CH:20][N:19]=[C:18]([S:22][CH2:23][C:24]([CH3:30])([CH3:31])[C:25]([O:27][CH2:28][CH3:29])=[O:26])[N:17]=3)[N:7]=[CH:6][C:5]=2[N:8]=[C:9]1[CH3:14])([CH3:13])[CH3:12]. The catalyst class is: 321. (3) Reactant: FC(F)(F)S(O[C:7]1[C:12]([CH2:15][F:16])([CH2:13][F:14])[CH2:11][CH2:10][CH2:9][CH:8]=1)(=O)=O.[B:19]1([B:19]2[O:23][C:22]([CH3:25])([CH3:24])[C:21]([CH3:27])([CH3:26])[O:20]2)[O:23][C:22]([CH3:25])([CH3:24])[C:21]([CH3:27])([CH3:26])[O:20]1.C([O-])(=O)C.[K+]. Product: [F:16][CH2:15][C:12]1([CH2:13][F:14])[CH2:7][CH2:8][C:9]([B:19]2[O:23][C:22]([CH3:25])([CH3:24])[C:21]([CH3:27])([CH3:26])[O:20]2)=[CH:10][CH2:11]1. The catalyst class is: 439. (4) Reactant: [F:1][C:2]1[CH:3]=[C:4]2[C:8](=[CH:9][C:10]=1[F:11])[C:7](=O)[C:6](=[N:13]O)[CH2:5]2.Cl. Product: [F:1][C:2]1[CH:3]=[C:4]2[C:8](=[CH:9][C:10]=1[F:11])[CH2:7][CH:6]([NH2:13])[CH2:5]2. The catalyst class is: 331. (5) Reactant: [C:1]1([C:7]2([C:11]([N:13]3[CH2:18][CH2:17][CH2:16][CH2:15][CH2:14]3)=O)[CH2:10][CH2:9][CH2:8]2)[CH:6]=[CH:5][CH:4]=[CH:3][CH:2]=1.[H-].[H-].[H-].[H-].[Li+].[Al+3]. Product: [C:1]1([C:7]2([CH2:11][N:13]3[CH2:18][CH2:17][CH2:16][CH2:15][CH2:14]3)[CH2:8][CH2:9][CH2:10]2)[CH:6]=[CH:5][CH:4]=[CH:3][CH:2]=1. The catalyst class is: 1. (6) Product: [CH2:72]([CH:68]1[CH2:67][CH2:66][N:65]([C:64]([N:63]2[CH2:61][CH2:62][N:21]([C:19]([C:18]3[CH:30]=[CH:31][C:15]([O:14][C:11]4[N:12]=[CH:13][C:8]([NH:7][C:5](=[O:6])[C:4]5[CH:32]=[CH:33][C:34]([Cl:60])=[C:2]([Cl:1])[CH:3]=5)=[CH:9][CH:10]=4)=[CH:16][CH:17]=3)=[O:20])[CH2:22][CH2:23]2)=[O:49])[CH2:37][CH2:36]1)[C:54]1[CH:59]=[CH:58][CH:57]=[CH:56][CH:55]=1. The catalyst class is: 3. Reactant: [Cl:1][C:2]1[CH:3]=[C:4]([CH:32]=[CH:33][C:34]=1Cl)[C:5]([NH:7][C:8]1[CH:9]=[CH:10][C:11]([O:14][C:15]2[CH:31]=[CH:30][C:18]([C:19]([N:21]3CCC(C(O)=O)[CH2:23][CH2:22]3)=[O:20])=[CH:17][CH:16]=2)=[N:12][CH:13]=1)=[O:6].[CH2:36](N1CCNCC1)[C:37]1C=CC=CC=1.[OH2:49].ON1[C:55]2[CH:56]=[CH:57][CH:58]=[CH:59][C:54]=2N=N1.[ClH:60].[CH2:61]([N:63]=[C:64]=[N:65][CH2:66][CH2:67][CH2:68]N(C)C)[CH3:62].[C:72](=O)(O)[O-].[Na+].